Dataset: Reaction yield outcomes from USPTO patents with 853,638 reactions. Task: Predict the reaction yield, written as a fraction of the theoretical maximum amount of product (1.0 means a 100% yield; for example, 0.34 means a 34% yield). (1) The reactants are [H-].[Na+].[CH2:3]([O:5][C:6](=[O:9])[CH2:7][SH:8])[CH3:4].Cl[C:11]1[CH:18]=[CH:17][CH:16]=[C:15]([CH3:19])[C:12]=1[C:13]#[N:14]. The catalyst is CN(C)C=O. The product is [NH2:14][C:13]1[C:12]2[C:15]([CH3:19])=[CH:16][CH:17]=[CH:18][C:11]=2[S:8][C:7]=1[C:6]([O:5][CH2:3][CH3:4])=[O:9]. The yield is 0.520. (2) The reactants are [Cl:1][C:2]1[CH:3]=[C:4]([CH2:9][C:10]#[N:11])[CH:5]=[C:6]([Cl:8])[CH:7]=1.Cl.[OH-].[Na+]. The catalyst is C1COCC1.C(OCC)C. The product is [Cl:1][C:2]1[CH:3]=[C:4]([CH2:9][CH2:10][NH2:11])[CH:5]=[C:6]([Cl:8])[CH:7]=1. The yield is 0.851. (3) The reactants are C([O-])([O-])=O.[K+].[K+].[NH:7]1[CH2:11][CH2:10][CH2:9][CH2:8]1.Br[CH2:13][CH2:14][C:15](Cl)=[O:16].[NH2:18][C:19]1[CH:24]=[C:23]([Cl:25])[CH:22]=[CH:21][C:20]=1[SH:26]. The catalyst is C1COCC1.O. The product is [NH2:18][C:19]1[CH:24]=[C:23]([Cl:25])[CH:22]=[CH:21][C:20]=1[S:26][CH2:13][CH2:14][C:15]([N:7]1[CH2:11][CH2:10][CH2:9][CH2:8]1)=[O:16]. The yield is 0.460. (4) The reactants are [F:1][C:2]([F:43])([F:42])[C:3]1[CH:4]=[C:5]([CH:39]=[CH:40][CH:41]=1)[CH2:6][NH:7][C:8](=[O:38])[C:9]1[CH:14]=[CH:13][N:12]=[C:11]([C:15]2[CH:20]=[C:19]([N:21]3[CH2:26][CH2:25][CH2:24][CH2:23][CH2:22]3)[CH:18]=[CH:17][C:16]=2[NH:27][C:28](=[O:37])[C:29]2[CH:34]=[CH:33][CH:32]=[C:31]([CH2:35]Br)[CH:30]=2)[CH:10]=1.C(=O)([O-])[O-].[K+].[K+].[I-].[K+].[N:52]1([C:59]([O:61][C:62]([CH3:65])([CH3:64])[CH3:63])=[O:60])[CH2:58][CH2:57][CH2:56][NH:55][CH2:54][CH2:53]1. The product is [F:1][C:2]([F:43])([F:42])[C:3]1[CH:4]=[C:5]([CH:39]=[CH:40][CH:41]=1)[CH2:6][NH:7][C:8]([C:9]1[CH:14]=[CH:13][N:12]=[C:11]([C:15]2[CH:20]=[C:19]([N:21]3[CH2:26][CH2:25][CH2:24][CH2:23][CH2:22]3)[CH:18]=[CH:17][C:16]=2[NH:27][C:28]([C:29]2[CH:30]=[C:31]([CH:32]=[CH:33][CH:34]=2)[CH2:35][N:55]2[CH2:56][CH2:57][CH2:58][N:52]([C:59]([O:61][C:62]([CH3:65])([CH3:64])[CH3:63])=[O:60])[CH2:53][CH2:54]2)=[O:37])[CH:10]=1)=[O:38]. The yield is 0.850. The catalyst is CN(C)C=O.O. (5) The yield is 0.730. No catalyst specified. The product is [CH2:24]([N:26]1[CH2:31][CH2:30][CH:29]([NH:32][C:19](=[O:21])[C:18]2[CH:22]=[CH:23][C:15]([O:14][CH2:13][C:3]3[C:4]([C:7]4[CH:8]=[CH:9][CH:10]=[CH:11][CH:12]=4)=[N:5][O:6][C:2]=3[CH3:1])=[N:16][CH:17]=2)[CH2:28][CH2:27]1)[CH3:25]. The reactants are [CH3:1][C:2]1[O:6][N:5]=[C:4]([C:7]2[CH:12]=[CH:11][CH:10]=[CH:9][CH:8]=2)[C:3]=1[CH2:13][O:14][C:15]1[CH:23]=[CH:22][C:18]([C:19]([OH:21])=O)=[CH:17][N:16]=1.[CH2:24]([N:26]1[CH2:31][CH2:30][CH:29]([NH2:32])[CH2:28][CH2:27]1)[CH3:25].